From a dataset of Catalyst prediction with 721,799 reactions and 888 catalyst types from USPTO. Predict which catalyst facilitates the given reaction. Reactant: [F:1][C:2]1[CH:7]=[CH:6][C:5]([C:8]2[C:12]([C:13]3[CH:18]=[CH:17][C:16]([F:19])=[CH:15][CH:14]=3)=[C:11]([CH:20]=[O:21])[N:10]([CH:22]([CH3:24])[CH3:23])[C:9]=2[C:25]([OH:27])=O)=[CH:4][CH:3]=1.[S:28]([C:32]1[CH:38]=[CH:37][C:35]([NH2:36])=[CH:34][CH:33]=1)(=[O:31])(=[O:30])[NH2:29].C(N(CC)CC)C. Product: [S:28]([C:32]1[CH:33]=[CH:34][C:35]([NH:36][C:25]([C:9]2[N:10]([CH:22]([CH3:24])[CH3:23])[C:11]([CH:20]=[O:21])=[C:12]([C:13]3[CH:14]=[CH:15][C:16]([F:19])=[CH:17][CH:18]=3)[C:8]=2[C:5]2[CH:6]=[CH:7][C:2]([F:1])=[CH:3][CH:4]=2)=[O:27])=[CH:37][CH:38]=1)(=[O:30])(=[O:31])[NH2:29]. The catalyst class is: 309.